From a dataset of Forward reaction prediction with 1.9M reactions from USPTO patents (1976-2016). Predict the product of the given reaction. Given the reactants [CH3:1][CH:2]([S:4]([Cl:7])(=[O:6])=[O:5])[CH3:3].[NH2:8][CH2:9][C@@H:10]([C@@H:12]([NH:34]C(=O)OC(C)(C)C)[CH2:13][C@H:14]([CH2:18][NH:19][C:20](=[O:33])[C:21]1[CH:26]=[CH:25][CH:24]=[CH:23][C:22]=1[O:27][CH2:28][CH2:29][CH2:30][O:31][CH3:32])[CH:15]([CH3:17])[CH3:16])[OH:11].C(N(CC)CC)C, predict the reaction product. The product is: [ClH:7].[NH2:34][C@H:12]([C@@H:10]([OH:11])[CH2:9][NH:8][S:4]([CH:2]([CH3:3])[CH3:1])(=[O:6])=[O:5])[CH2:13][C@@H:14]([CH:15]([CH3:17])[CH3:16])[CH2:18][NH:19][C:20](=[O:33])[C:21]1[CH:26]=[CH:25][CH:24]=[CH:23][C:22]=1[O:27][CH2:28][CH2:29][CH2:30][O:31][CH3:32].